Dataset: Reaction yield outcomes from USPTO patents with 853,638 reactions. Task: Predict the reaction yield, written as a fraction of the theoretical maximum amount of product (1.0 means a 100% yield; for example, 0.34 means a 34% yield). (1) The reactants are [Br:1][C:2]1[CH:3]=[C:4]2[C:8](=[CH:9][CH:10]=1)[N:7](C(=O)C)[CH2:6][CH2:5]2.C([O-])([O-])=O.[Na+].[Na+]. The catalyst is Cl. The product is [Br:1][C:2]1[CH:3]=[C:4]2[C:8](=[CH:9][CH:10]=1)[NH:7][CH2:6][CH2:5]2. The yield is 0.550. (2) The reactants are [O:1]=[C:2]1[NH:6][C:5](=[O:7])[C:4](=[CH:8][C:9]2[C:17]3[C:12](=[CH:13][CH:14]=[CH:15][CH:16]=3)[N:11]([CH2:18][C:19]([OH:21])=O)[CH:10]=2)[S:3]1.Cl.C(N=C=NCCCN(C)C)C.ON1C2C=CC=CC=2N=N1.[Cl:44][C:45]1[CH:52]=[CH:51][C:48]([CH2:49][NH2:50])=[CH:47][CH:46]=1.CCN(C(C)C)C(C)C. The catalyst is CN1C(=O)CCC1.C(OCC)(=O)C. The product is [Cl:44][C:45]1[CH:52]=[CH:51][C:48]([CH2:49][NH:50][C:19](=[O:21])[CH2:18][N:11]2[C:12]3[C:17](=[CH:16][CH:15]=[CH:14][CH:13]=3)[C:9]([CH:8]=[C:4]3[S:3][C:2](=[O:1])[NH:6][C:5]3=[O:7])=[CH:10]2)=[CH:47][CH:46]=1. The yield is 0.570.